Dataset: Peptide-MHC class II binding affinity with 134,281 pairs from IEDB. Task: Regression. Given a peptide amino acid sequence and an MHC pseudo amino acid sequence, predict their binding affinity value. This is MHC class II binding data. (1) The MHC is DRB1_0901 with pseudo-sequence DRB1_0901. The peptide sequence is RPGPSRGVQGFIFFF. The binding affinity (normalized) is 0.602. (2) The peptide sequence is GDSRLTYQWHKEGSS. The MHC is DRB1_1501 with pseudo-sequence DRB1_1501. The binding affinity (normalized) is 0.0212. (3) The peptide sequence is QVESTAGSLQGQWRG. The MHC is DRB1_1302 with pseudo-sequence DRB1_1302. The binding affinity (normalized) is 0.0819. (4) The MHC is HLA-DPA10201-DPB10501 with pseudo-sequence HLA-DPA10201-DPB10501. The binding affinity (normalized) is 0.234. The peptide sequence is AQVRADRILALDADP. (5) The peptide sequence is GELQIVYKIDAAFKI. The MHC is DRB5_0101 with pseudo-sequence DRB5_0101. The binding affinity (normalized) is 0.803. (6) The peptide sequence is KDILEDERAAVDTYC. The MHC is HLA-DPA10301-DPB10402 with pseudo-sequence HLA-DPA10301-DPB10402. The binding affinity (normalized) is 0.229. (7) The peptide sequence is FDPYGKTISATPESA. The MHC is HLA-DQA10501-DQB10201 with pseudo-sequence HLA-DQA10501-DQB10201. The binding affinity (normalized) is 0.310. (8) The peptide sequence is YDKFLANSSTVLTGK. The MHC is DRB1_1302 with pseudo-sequence DRB1_1302. The binding affinity (normalized) is 0.795.